Dataset: Full USPTO retrosynthesis dataset with 1.9M reactions from patents (1976-2016). Task: Predict the reactants needed to synthesize the given product. Given the product [CH:8]([O:5][C:1](=[O:6])/[CH:2]=[CH:3]/[CH3:4])([CH3:9])[CH3:7], predict the reactants needed to synthesize it. The reactants are: [C:1]([OH:6])(=[O:5])/[CH:2]=[CH:3]/[CH3:4].[CH3:7][CH:8](O)[CH3:9].S(=O)(=O)(O)O.